Dataset: Forward reaction prediction with 1.9M reactions from USPTO patents (1976-2016). Task: Predict the product of the given reaction. (1) Given the reactants [OH:1][CH2:2][C:3]1[N:4]=[C:5]([CH3:8])[NH:6][CH:7]=1.[C:9]1([CH3:19])[CH:14]=[CH:13][C:12]([S:15](Cl)(=[O:17])=[O:16])=[CH:11][CH:10]=1.[OH-].[Na+], predict the reaction product. The product is: [OH:1][CH2:2][C:3]1[N:4]=[C:5]([CH3:8])[N:6]([S:15]([C:12]2[CH:13]=[CH:14][C:9]([CH3:19])=[CH:10][CH:11]=2)(=[O:17])=[O:16])[CH:7]=1. (2) Given the reactants [Cl:1][C:2]1[CH:3]=[N:4][CH:5]=[C:6]([Cl:20])[C:7]=1[S:8][C:9]1[S:13][C:12]([C:14]([OH:16])=O)=[CH:11][C:10]=1[N+:17]([O-:19])=[O:18].[CH2:21]([N:23]1[CH2:27][C@H:26]([O:28][CH3:29])[C@@H:25]([NH2:30])[CH2:24]1)[CH3:22], predict the reaction product. The product is: [Cl:20][C:6]1[CH:5]=[N:4][CH:3]=[C:2]([Cl:1])[C:7]=1[S:8][C:9]1[S:13][C:12]([C:14]([NH:30][C@@H:25]2[C@@H:26]([O:28][CH3:29])[CH2:27][N:23]([CH2:21][CH3:22])[CH2:24]2)=[O:16])=[CH:11][C:10]=1[N+:17]([O-:19])=[O:18]. (3) Given the reactants [S:1]1[CH:5]=[CH:4][CH:3]=[C:2]1[S:6]([NH:9][C:10]1[CH:11]=[CH:12][CH:13]=[C:14]2[C:18]=1[NH:17][C:16]([C:19]([OH:21])=O)=[CH:15]2)(=[O:8])=[O:7].[CH2:22]([S:29][C:30]([CH3:34])([CH3:33])[CH2:31][NH2:32])[C:23]1[CH:28]=[CH:27][CH:26]=[CH:25][CH:24]=1.N1(O)C2C=CC=CC=2N=N1.Cl.CN(C)CCCN=C=NCC, predict the reaction product. The product is: [CH2:22]([S:29][C:30]([CH3:34])([CH3:33])[CH2:31][NH:32][C:19]([C:16]1[NH:17][C:18]2[C:14]([CH:15]=1)=[CH:13][CH:12]=[CH:11][C:10]=2[NH:9][S:6]([C:2]1[S:1][CH:5]=[CH:4][CH:3]=1)(=[O:7])=[O:8])=[O:21])[C:23]1[CH:28]=[CH:27][CH:26]=[CH:25][CH:24]=1.